Dataset: Reaction yield outcomes from USPTO patents with 853,638 reactions. Task: Predict the reaction yield, written as a fraction of the theoretical maximum amount of product (1.0 means a 100% yield; for example, 0.34 means a 34% yield). (1) The reactants are C([Cl:4])(=O)C.[OH:5][C@H:6]1[C@H:11]([CH3:12])[CH2:10][CH2:9][C@@H:8]([NH:13]C(=O)OC(C)(C)C)[CH2:7]1. The catalyst is CO. The product is [ClH:4].[NH2:13][C@H:8]1[CH2:7][C@@H:6]([OH:5])[C@H:11]([CH3:12])[CH2:10][CH2:9]1. The yield is 0.990. (2) The reactants are [CH2:1]([O:3]C(C1C(OC)=C2C(NC3C=CC(OC4C=CC=CC=4)=CC=3)=C(C#N)C=NN2C=1)=O)C.[OH:33][C:34]([C:37]1[C:38](C)=[C:39]2[C:44]([NH:45][C:46]3[CH:51]=[CH:50][C:49]([O:52][C:53]4[CH:58]=[CH:57][CH:56]=[CH:55][CH:54]=4)=[CH:48][CH:47]=3)=[C:43]([C:59]#[N:60])[CH:42]=[N:41][N:40]2[CH:61]=1)([CH3:36])[CH3:35].C(O)(C(F)(F)F)=O.O.C(O)(C(F)(F)F)=O.CC#N. No catalyst specified. The product is [OH:33][C:34]([C:37]1[C:38]([O:3][CH3:1])=[C:39]2[C:44]([NH:45][C:46]3[CH:47]=[CH:48][C:49]([O:52][C:53]4[CH:58]=[CH:57][CH:56]=[CH:55][CH:54]=4)=[CH:50][CH:51]=3)=[C:43]([C:59]#[N:60])[CH:42]=[N:41][N:40]2[CH:61]=1)([CH3:36])[CH3:35]. The yield is 0.980. (3) The reactants are C[O-].[Na+].[C:4]([N:6]=[C:7]([N:10]([CH3:17])[CH2:11][C:12]([O:14][CH2:15][CH3:16])=[O:13])[CH2:8][CH3:9])#[N:5].C(O)(=O)C. The catalyst is CCO.CCOC(C)=O. The product is [NH2:5][C:4]1[N:6]=[C:7]([CH2:8][CH3:9])[N:10]([CH3:17])[C:11]=1[C:12]([O:14][CH2:15][CH3:16])=[O:13]. The yield is 0.397.